This data is from Forward reaction prediction with 1.9M reactions from USPTO patents (1976-2016). The task is: Predict the product of the given reaction. (1) Given the reactants N1C=CC=CC=1.[N:7]1([C:13]2[CH:21]=[CH:20][CH:19]=[C:18]3[C:14]=2[CH2:15][CH2:16][NH:17]3)[CH2:12][CH2:11][O:10][CH2:9][CH2:8]1.Cl.CN(C)CCCN=C=NCC.[N:34]1([C:40]2[N:41]=[C:42]([CH2:47][C:48]([O-])=[O:49])[NH:43][C:44](=[O:46])[CH:45]=2)[CH2:39][CH2:38][O:37][CH2:36][CH2:35]1.[Na+], predict the reaction product. The product is: [N:34]1([C:40]2[N:41]=[C:42]([CH2:47][C:48]([N:17]3[C:18]4[C:14](=[C:13]([N:7]5[CH2:8][CH2:9][O:10][CH2:11][CH2:12]5)[CH:21]=[CH:20][CH:19]=4)[CH2:15][CH2:16]3)=[O:49])[NH:43][C:44](=[O:46])[CH:45]=2)[CH2:39][CH2:38][O:37][CH2:36][CH2:35]1. (2) Given the reactants [CH3:1][C:2]1[N:7]=[C:6]([NH:8][S:9]([C:12]2[CH:17]=[CH:16][C:15]([C:18]3[CH:23]=[CH:22][C:21]([C:24]#[N:25])=[CH:20][CH:19]=3)=[CH:14][CH:13]=2)(=[O:11])=[O:10])[CH:5]=[CH:4][CH:3]=1.[CH:26]1(C2N=C(N)C=CC=2)C[CH2:27]1, predict the reaction product. The product is: [CH:1]1([C:2]2[N:7]=[C:6]([NH:8][S:9]([C:12]3[CH:17]=[CH:16][C:15]([C:18]4[CH:19]=[CH:20][C:21]([C:24]#[N:25])=[CH:22][CH:23]=4)=[CH:14][CH:13]=3)(=[O:11])=[O:10])[CH:5]=[CH:4][CH:3]=2)[CH2:27][CH2:26]1.